Predict which catalyst facilitates the given reaction. From a dataset of Catalyst prediction with 721,799 reactions and 888 catalyst types from USPTO. (1) Product: [CH2:16]([O:15][C:11]([NH:12][N:13]=[C:8]([C:3]1[CH:4]=[CH:5][CH:6]=[CH:7][C:2]=1[CH3:1])[CH3:9])=[O:14])[CH3:17]. Reactant: [CH3:1][C:2]1[CH:7]=[CH:6][CH:5]=[CH:4][C:3]=1[C:8](=O)[CH3:9].[C:11]([O:15][CH2:16][CH3:17])(=[O:14])[NH:12][NH2:13].O.C1(C)C=CC(S(O)(=O)=O)=CC=1. The catalyst class is: 11. (2) The catalyst class is: 9. Reactant: C[Si]([N-][Si](C)(C)C)(C)C.[Na+].O1CCCC1.Cl[C:17]1[C:26]2[C:21](=[CH:22][C:23]([O:29][CH2:30][CH2:31][Cl:32])=[C:24]([O:27][CH3:28])[CH:25]=2)[N:20]=[CH:19][N:18]=1.[Cl:33][C:34]1[CH:42]=[C:41]([C:43]#[C:44][CH2:45][O:46][CH3:47])[C:37]2[O:38][CH2:39][O:40][C:36]=2[C:35]=1[NH2:48].[Cl-].[NH4+]. Product: [Cl:32][CH2:31][CH2:30][O:29][C:23]1[CH:22]=[C:21]2[C:26]([C:17]([NH:48][C:35]3[C:36]4[O:40][CH2:39][O:38][C:37]=4[C:41]([C:43]#[C:44][CH2:45][O:46][CH3:47])=[CH:42][C:34]=3[Cl:33])=[N:18][CH:19]=[N:20]2)=[CH:25][C:24]=1[O:27][CH3:28]. (3) Reactant: F[C:2]1[CH:9]=[C:8]([CH2:10][N:11]2[CH:15]=[CH:14][N:13]=[CH:12]2)[CH:7]=[CH:6][C:3]=1[C:4]#[N:5].[O:16]=[C:17]1[CH2:22][CH2:21][CH2:20][CH2:19][N:18]1[C:23]1[CH:28]=[CH:27][CH:26]=[CH:25][C:24]=1[OH:29].C(=O)([O-])[O-].[Cs+].[Cs+]. Product: [N:11]1([CH2:10][C:8]2[CH:7]=[CH:6][C:3]([C:4]#[N:5])=[C:2]([O:29][C:24]3[CH:25]=[CH:26][CH:27]=[CH:28][C:23]=3[N:18]3[CH2:19][CH2:20][CH2:21][CH2:22][C:17]3=[O:16])[CH:9]=2)[CH:15]=[CH:14][N:13]=[CH:12]1. The catalyst class is: 3. (4) Reactant: [CH3:1][C:2]1[CH:3]=[C:4]([CH:8]=[CH:9][C:10]=1[N+:11]([O-:13])=[O:12])[C:5](O)=[O:6].C[CH2:15][N:16](C(C)C)[CH:17](C)C.CN(C(ON1N=NC2C=CC=NC1=2)=[N+](C)C)C.F[P-](F)(F)(F)(F)F.CNC. Product: [CH3:15][N:16]([CH3:17])[C:5](=[O:6])[C:4]1[CH:8]=[CH:9][C:10]([N+:11]([O-:13])=[O:12])=[C:2]([CH3:1])[CH:3]=1. The catalyst class is: 18. (5) Reactant: [C:1]([O:5][CH2:6][C:7]([CH2:12][O:13][CH3:14])([CH2:10][CH3:11])[CH2:8][OH:9])([CH3:4])([CH3:3])[CH3:2].[H-].[Na+].[CH3:17]I. Product: [C:1]([O:5][CH2:6][C:7]([CH2:8][O:9][CH3:17])([CH2:12][O:13][CH3:14])[CH2:10][CH3:11])([CH3:3])([CH3:2])[CH3:4]. The catalyst class is: 1. (6) Reactant: [O:1]1[CH2:6][C:5](=O)[CH2:4][C:3](=[O:8])[CH2:2]1.[Br:9][C:10]1[CH:11]=[C:12]([CH:15]=[CH:16][C:17]=1[F:18])[CH:13]=O.[NH2:19][C:20]1[N:24]([CH3:25])[N:23]([CH3:26])[C:22](=[O:27])[CH:21]=1. Product: [Br:9][C:10]1[CH:11]=[C:12]([CH:13]2[C:21]3[C:22](=[O:27])[N:23]([CH3:26])[N:24]([CH3:25])[C:20]=3[NH:19][C:5]3[CH2:6][O:1][CH2:2][C:3](=[O:8])[C:4]2=3)[CH:15]=[CH:16][C:17]=1[F:18]. The catalyst class is: 8. (7) Reactant: Cl.[OH:2][NH:3][C:4]([CH:6]1[CH:11]2[CH2:12][CH2:13][N:8]([CH2:9][CH2:10]2)[CH2:7]1)=[NH:5].[Br:14][C:15]1[S:19][C:18]([C:20](Cl)=O)=[CH:17][CH:16]=1.C(N(CC)CC)C.CN(C=O)C. Product: [Br:14][C:15]1[S:19][C:18]([C:20]2[O:2][N:3]=[C:4]([CH:6]3[CH:11]4[CH2:10][CH2:9][N:8]([CH2:13][CH2:12]4)[CH2:7]3)[N:5]=2)=[CH:17][CH:16]=1. The catalyst class is: 10.